From a dataset of Peptide-MHC class I binding affinity with 185,985 pairs from IEDB/IMGT. Regression. Given a peptide amino acid sequence and an MHC pseudo amino acid sequence, predict their binding affinity value. This is MHC class I binding data. (1) The peptide sequence is CLPACVYGL. The MHC is HLA-A02:06 with pseudo-sequence HLA-A02:06. The binding affinity (normalized) is 0.579. (2) The peptide sequence is QLFIKDYRY. The MHC is HLA-B44:02 with pseudo-sequence HLA-B44:02. The binding affinity (normalized) is 0.0847. (3) The peptide sequence is KMDLGVPLL. The MHC is HLA-A02:17 with pseudo-sequence HLA-A02:17. The binding affinity (normalized) is 0.395. (4) The peptide sequence is SVFPFDGTR. The MHC is HLA-B57:01 with pseudo-sequence HLA-B57:01. The binding affinity (normalized) is 0.254. (5) The peptide sequence is DLLNSMMNR. The MHC is HLA-A02:06 with pseudo-sequence HLA-A02:06. The binding affinity (normalized) is 0. (6) The peptide sequence is FSKSRSTLMY. The MHC is HLA-A26:01 with pseudo-sequence HLA-A26:01. The binding affinity (normalized) is 0.374. (7) The peptide sequence is KIDVVGIEW. The MHC is HLA-A03:01 with pseudo-sequence HLA-A03:01. The binding affinity (normalized) is 0.0847.